The task is: Predict which catalyst facilitates the given reaction.. This data is from Catalyst prediction with 721,799 reactions and 888 catalyst types from USPTO. Reactant: [Li+].[OH-].C[O:4][C:5]([C:7]1[CH:20]=[C:19]2[C:10]([O:11][C:12]3[CH:17]([NH:18]2)[NH:16][C:15](=[O:21])[N:14]([CH:22]2[CH2:27][CH2:26][N:25]([CH2:28][CH2:29][CH2:30][NH:31][C:32]([O:34][C:35]([CH3:38])([CH3:37])[CH3:36])=[O:33])[CH2:24][CH2:23]2)[CH:13]=3)=[CH:9][CH:8]=1)=[O:6]. Product: [C:35]([O:34][C:32]([NH:31][CH2:30][CH2:29][CH2:28][N:25]1[CH2:24][CH2:23][CH:22]([N:14]2[CH:13]=[C:12]3[C:17]([NH:18][C:19]4[C:10]([O:11]3)=[CH:9][CH:8]=[C:7]([C:5]([OH:6])=[O:4])[CH:20]=4)=[N:16][C:15]2=[O:21])[CH2:27][CH2:26]1)=[O:33])([CH3:38])([CH3:36])[CH3:37]. The catalyst class is: 1.